Dataset: Reaction yield outcomes from USPTO patents with 853,638 reactions. Task: Predict the reaction yield, written as a fraction of the theoretical maximum amount of product (1.0 means a 100% yield; for example, 0.34 means a 34% yield). (1) The reactants are [C:1]([N:20]1[CH:24]=[C:23]([CH:25]=[O:26])[N:22]=[CH:21]1)([C:14]1[CH:19]=[CH:18][CH:17]=[CH:16][CH:15]=1)([C:8]1[CH:13]=[CH:12][CH:11]=[CH:10][CH:9]=1)[C:2]1[CH:7]=[CH:6][CH:5]=[CH:4][CH:3]=1.Cl.[C:28]([O:31][CH2:32][CH3:33])(=[O:30])[CH3:29]. The catalyst is O1CCCC1. The product is [OH:26][CH:25]([C:23]1[N:22]=[CH:21][N:20]([C:1]([C:14]2[CH:15]=[CH:16][CH:17]=[CH:18][CH:19]=2)([C:8]2[CH:9]=[CH:10][CH:11]=[CH:12][CH:13]=2)[C:2]2[CH:7]=[CH:6][CH:5]=[CH:4][CH:3]=2)[CH:24]=1)[CH2:29][C:28]([O:31][CH2:32][CH3:33])=[O:30]. The yield is 0.920. (2) The reactants are IC1C=C(N[C:10](=[O:23])[CH2:11][C:12]([NH:14][C:15]2[CH:20]=[CH:19][C:18]([CH3:21])=[C:17]([I:22])[CH:16]=2)=[O:13])C=CC=1C.[Cl-].[Al+3].[Cl-].[Cl-].[Cl-].[Na+]. The catalyst is O. The product is [OH:23][C:10]1[C:20]2[C:15](=[CH:16][C:17]([I:22])=[C:18]([CH3:21])[CH:19]=2)[NH:14][C:12](=[O:13])[CH:11]=1. The yield is 0.280.